This data is from Reaction yield outcomes from USPTO patents with 853,638 reactions. The task is: Predict the reaction yield, written as a fraction of the theoretical maximum amount of product (1.0 means a 100% yield; for example, 0.34 means a 34% yield). (1) The reactants are [Cl:1][C:2]1[CH:10]=[C:6]([C:7]([OH:9])=O)[C:5]([OH:11])=[CH:4][CH:3]=1.[NH2:12][C:13]1[CH:14]=[C:15]([N:19]2[C:23]([C:24]3[CH:29]=[CH:28][CH:27]=[CH:26][CH:25]=3)=[CH:22][C:21]([C:30]([F:33])([F:32])[F:31])=[N:20]2)[CH:16]=[CH:17][CH:18]=1. No catalyst specified. The product is [Cl:1][C:2]1[CH:3]=[CH:4][C:5]([OH:11])=[C:6]([CH:10]=1)[C:7]([NH:12][C:13]1[CH:18]=[CH:17][CH:16]=[C:15]([N:19]2[C:23]([C:24]3[CH:29]=[CH:28][CH:27]=[CH:26][CH:25]=3)=[CH:22][C:21]([C:30]([F:33])([F:32])[F:31])=[N:20]2)[CH:14]=1)=[O:9]. The yield is 0.744. (2) The reactants are [NH2:1][C:2]1[CH:7]=[C:6]([Cl:8])[CH:5]=[CH:4][C:3]=1[SH:9].Cl[CH2:11][C:12]1[N:13]=[CH:14][N:15]([CH2:17][CH2:18][CH3:19])[CH:16]=1.C([O-])([O-])=O.[K+].[K+]. The catalyst is CN(C=O)C. The product is [Cl:8][C:6]1[CH:5]=[CH:4][C:3]([S:9][CH2:11][C:12]2[N:13]=[CH:14][N:15]([CH2:17][CH2:18][CH3:19])[CH:16]=2)=[C:2]([CH:7]=1)[NH2:1]. The yield is 0.670. (3) The yield is 0.910. The reactants are [F:1][C:2]1[CH:7]=[C:6]([N+:8]([O-])=O)[C:5]([F:11])=[CH:4][C:3]=1[N:12]1[CH2:17][CH2:16][O:15][CH2:14][CH2:13]1. The catalyst is CCO.[Pd]. The product is [F:11][C:5]1[CH:4]=[C:3]([N:12]2[CH2:17][CH2:16][O:15][CH2:14][CH2:13]2)[C:2]([F:1])=[CH:7][C:6]=1[NH2:8]. (4) The reactants are [Br-].[CH3:2][O:3][C:4]1[CH:5]=[CH:6][CH:7]=[CH:8][CH:9]=1.[Mg+2].[Br-].[CH3:12][C:13]1([CH:17]=[O:18])[CH2:16][O:15][CH2:14]1.[Cl-].[Na+]. The catalyst is O1CCCC1. The product is [CH3:2][O:3][C:4]1[CH:9]=[C:8]([CH:17]([C:13]2([CH3:12])[CH2:16][O:15][CH2:14]2)[OH:18])[CH:7]=[CH:6][CH:5]=1. The yield is 0.430. (5) The reactants are [Cl:1][C:2]1[CH:3]=[CH:4][C:5]([S:9][CH2:10][C:11]2[CH:15]=[C:14]([N+:16]([O-:18])=[O:17])[NH:13][N:12]=2)=[C:6]([CH:8]=1)[NH2:7].[O:19]1[C:23]2[CH:24]=[CH:25][CH:26]=[CH:27][C:22]=2[CH:21]=[C:20]1[S:28](Cl)(=[O:30])=[O:29]. The catalyst is N1C=CC=CC=1. The product is [Cl:1][C:2]1[CH:3]=[CH:4][C:5]([S:9][CH2:10][C:11]2[CH:15]=[C:14]([N+:16]([O-:18])=[O:17])[NH:13][N:12]=2)=[C:6]([NH:7][S:28]([C:20]2[O:19][C:23]3[CH:24]=[CH:25][CH:26]=[CH:27][C:22]=3[CH:21]=2)(=[O:29])=[O:30])[CH:8]=1. The yield is 0.710. (6) The reactants are [C:1](OC1C=CC2C=C(C)SC=2C=1)(=[O:3])C.C(Cl)(=O)C(Cl)=O.C[O:22][C:23]1[CH:24]=[CH:25][C:26]2[C:30]([C:31](Cl)=[O:32])=[C:29]([CH3:34])[S:28][C:27]=2[CH:35]=1.C([O-])([O-])=O.[K+].[K+]. The catalyst is CO. The product is [OH:22][C:23]1[CH:24]=[CH:25][C:26]2[C:30]([C:31]([O:3][CH3:1])=[O:32])=[C:29]([CH3:34])[S:28][C:27]=2[CH:35]=1. The yield is 0.870.